Dataset: Forward reaction prediction with 1.9M reactions from USPTO patents (1976-2016). Task: Predict the product of the given reaction. (1) Given the reactants [CH3:1][N:2]([CH:12]1[CH:17]([CH3:18])CCN[CH2:13]1)[C:3]1[C:4]2[CH:11]=[CH:10][NH:9][C:5]=2[N:6]=[CH:7][N:8]=1.[C:19](Cl)(=[O:21])[CH3:20].Cl[CH2:24]Cl.[N:26]1C=CC=C[CH:27]=1, predict the reaction product. The product is: [CH3:1][N:2]([C:3]1[N:8]([CH3:24])[CH2:7][N:6]=[C:5]2[NH:9][CH:10]=[CH:11][C:4]=12)[CH:12]1[CH2:13][CH2:27][N:26]([C:19](=[O:21])[CH3:20])[CH2:18][CH2:17]1. (2) Given the reactants [Cl:1][C:2]1[CH:7]=[CH:6][C:5]([OH:8])=[C:4]([C:9]([OH:17])([CH3:16])[CH2:10][N:11]2[CH:15]=[CH:14][N:13]=[CH:12]2)[CH:3]=1.[Cl:18][C:19]1[CH:26]=[C:25]([Cl:27])[CH:24]=[CH:23][C:20]=1[CH2:21]Cl, predict the reaction product. The product is: [Cl:1][C:2]1[CH:7]=[CH:6][C:5]([O:8][CH2:21][C:20]2[CH:23]=[CH:24][C:25]([Cl:27])=[CH:26][C:19]=2[Cl:18])=[C:4]([C:9]([OH:17])([CH3:16])[CH2:10][N:11]2[CH:15]=[CH:14][N:13]=[CH:12]2)[CH:3]=1. (3) Given the reactants [CH3:1][O:2][C:3]([C:5]1[CH:6]=[C:7]([C:13]2[CH:18]=[CH:17][C:16]([C:19]([F:22])([F:21])[F:20])=[CH:15][CH:14]=2)[CH:8]=[C:9](Br)[C:10]=1[OH:11])=[O:4].[C:23]1(B(O)O)[CH:28]=[CH:27][CH:26]=[CH:25][CH:24]=1.C([O-])([O-])=O.[Na+].[Na+], predict the reaction product. The product is: [CH3:1][O:2][C:3]([C:5]1[C:10]([OH:11])=[C:9]([C:23]2[CH:28]=[CH:27][CH:26]=[CH:25][CH:24]=2)[CH:8]=[C:7]([C:13]2[CH:18]=[CH:17][C:16]([C:19]([F:22])([F:21])[F:20])=[CH:15][CH:14]=2)[CH:6]=1)=[O:4]. (4) Given the reactants C([O:4][C:5]1[CH:10]=[C:9]([C:11]#[N:12])[C:8](Br)=[C:7]([C:14]#[N:15])[C:6]=1[O:16]C(=O)C)(=O)C.[OH:20][CH2:21][C:22]1[CH:27]=[CH:26][C:25](B(O)O)=[CH:24][CH:23]=1, predict the reaction product. The product is: [OH:16][C:6]1[C:5]([OH:4])=[CH:10][C:9]([C:11]#[N:12])=[C:8]([C:25]2[CH:26]=[CH:27][C:22]([CH2:21][OH:20])=[CH:23][CH:24]=2)[C:7]=1[C:14]#[N:15].